This data is from Peptide-MHC class II binding affinity with 134,281 pairs from IEDB. The task is: Regression. Given a peptide amino acid sequence and an MHC pseudo amino acid sequence, predict their binding affinity value. This is MHC class II binding data. (1) The peptide sequence is EKKYFAAFQFEPLAA. The MHC is HLA-DQA10101-DQB10501 with pseudo-sequence HLA-DQA10101-DQB10501. The binding affinity (normalized) is 0.613. (2) The peptide sequence is DLGNCLNKSDSSWAI. The MHC is DRB1_0101 with pseudo-sequence DRB1_0101. The binding affinity (normalized) is 0.618. (3) The peptide sequence is NCNIAPLMVAYMLER. The MHC is DRB1_0802 with pseudo-sequence DRB1_0802. The binding affinity (normalized) is 0.769. (4) The peptide sequence is RMFSSTLRAAVPWYA. The MHC is DRB1_1501 with pseudo-sequence DRB1_1501. The binding affinity (normalized) is 0.622. (5) The peptide sequence is LSEFGKAKGSRAIWY. The MHC is DRB1_0404 with pseudo-sequence DRB1_0404. The binding affinity (normalized) is 0.633.